From a dataset of Full USPTO retrosynthesis dataset with 1.9M reactions from patents (1976-2016). Predict the reactants needed to synthesize the given product. (1) Given the product [CH3:22][C:6]1[CH:5]=[C:9]([CH3:10])[N:8]([CH2:11][C:12]([O:14][CH2:15][C:16]2[CH:17]=[CH:18][CH:19]=[CH:20][CH:21]=2)=[O:13])[N:7]=1, predict the reactants needed to synthesize it. The reactants are: CN(C[C:5]1[C:6]([CH3:22])=[N:7][N:8]([CH2:11][C:12]([O:14][CH2:15][C:16]2[CH:21]=[CH:20][CH:19]=[CH:18][CH:17]=2)=[O:13])[C:9]=1[CH3:10])C. (2) Given the product [Br:1][C:2]1[CH:3]=[CH:4][C:5]([NH:16][C:17]2[CH:22]=[CH:21][C:20]([C:23](=[O:31])[C:24]3[CH:29]=[CH:28][CH:27]=[CH:26][C:25]=3[CH3:30])=[C:19]([Cl:32])[CH:18]=2)=[C:6]([NH:8][C:9](=[O:15])[CH2:10][CH2:11][C:12]([NH:33][CH2:34][CH:35]([OH:38])[CH2:36][OH:37])=[O:14])[CH:7]=1, predict the reactants needed to synthesize it. The reactants are: [Br:1][C:2]1[CH:3]=[CH:4][C:5]([NH:16][C:17]2[CH:22]=[CH:21][C:20]([C:23](=[O:31])[C:24]3[CH:29]=[CH:28][CH:27]=[CH:26][C:25]=3[CH3:30])=[C:19]([Cl:32])[CH:18]=2)=[C:6]([NH:8][C:9](=[O:15])[CH2:10][CH2:11][C:12]([OH:14])=O)[CH:7]=1.[NH2:33][CH2:34][CH:35]([OH:38])[CH2:36][OH:37]. (3) Given the product [O:12]=[C:11]1[CH2:16][CH2:17][C:8]([C:5]2[S:4][C:3](=[O:2])[NH:7][CH:6]=2)=[CH:9][CH2:10]1, predict the reactants needed to synthesize it. The reactants are: C[O:2][C:3]1[S:4][C:5]([C:8]2(O)[CH2:17][CH2:16][C:11]3(OCC[O:12]3)[CH2:10][CH2:9]2)=[CH:6][N:7]=1.Cl.C([O-])(O)=O.[Na+]. (4) Given the product [F:4][C:5]1[CH:10]=[C:9]([C:11]2[CH:16]=[CH:15][N:14]=[CH:13][CH:12]=2)[CH:8]=[CH:7][C:6]=1[N:17]1[CH2:22][CH2:21][CH2:20][C@H:19]([C:23]([OH:25])=[O:24])[CH2:18]1.[Li+:3].[Cl-:35], predict the reactants needed to synthesize it. The reactants are: O.[OH-].[Li+:3].[F:4][C:5]1[CH:10]=[C:9]([C:11]2[CH:16]=[CH:15][N:14]=[CH:13][CH:12]=2)[CH:8]=[CH:7][C:6]=1[N:17]1[CH2:22][CH2:21][CH2:20][C@H:19]([C:23]([O:25]CC)=[O:24])[CH2:18]1.CO.O1CCCC1.[ClH:35].